From a dataset of Full USPTO retrosynthesis dataset with 1.9M reactions from patents (1976-2016). Predict the reactants needed to synthesize the given product. Given the product [Br:19][CH2:20][CH2:21][NH:22][C:15](=[O:16])[O:14][CH2:7][C:8]1[CH:13]=[CH:12][CH:11]=[CH:10][CH:9]=1, predict the reactants needed to synthesize it. The reactants are: O1CCOCC1.[CH2:7]([O:14][C:15](Cl)=[O:16])[C:8]1[CH:13]=[CH:12][CH:11]=[CH:10][CH:9]=1.Br.[Br:19][CH2:20][CH2:21][NH2:22].O1CCOCC1.[OH-].[Na+].